The task is: Predict the product of the given reaction.. This data is from Forward reaction prediction with 1.9M reactions from USPTO patents (1976-2016). (1) Given the reactants [CH3:1][O:2][C:3]1[N:8]2[N:9]=[C:10]([C:12]([F:15])([F:14])[F:13])[CH:11]=[C:7]2[C:6]([CH:16]=[CH:17][C:18]2[CH:23]=[CH:22][N:21]=[CH:20][CH:19]=2)=[CH:5][CH:4]=1, predict the reaction product. The product is: [CH3:1][O:2][C:3]1[N:8]2[N:9]=[C:10]([C:12]([F:14])([F:13])[F:15])[CH:11]=[C:7]2[C:6]([CH2:16][CH2:17][C:18]2[CH:19]=[CH:20][N:21]=[CH:22][CH:23]=2)=[CH:5][CH:4]=1. (2) Given the reactants [Cl:1][C:2]1[CH:7]=[CH:6][N:5]=[C:4]([C:8](OC)=[O:9])[CH:3]=1.CC(C[AlH]CC(C)C)C.C(=O)=O.CC(C)=O.O, predict the reaction product. The product is: [Cl:1][C:2]1[CH:7]=[CH:6][N:5]=[C:4]([CH:8]=[O:9])[CH:3]=1. (3) Given the reactants [CH:1]([O:4][C:5]([N:7]1[CH2:10][CH:9]([O:11][C@@H:12]([C:14]([OH:16])=O)[CH3:13])[CH2:8]1)=[O:6])([CH3:3])[CH3:2].[C:17]([O:21][C:22](=[O:47])[NH:23][C@@H:24]1[C@@H:28]([C:29]2[CH:34]=[C:33]([F:35])[CH:32]=[CH:31][C:30]=2[F:36])[CH2:27][N:26]([C:37]2[N:42]=[CH:41][C:40]([C:43](=[NH:46])[NH:44]O)=[CH:39][N:38]=2)[CH2:25]1)([CH3:20])([CH3:19])[CH3:18], predict the reaction product. The product is: [CH:1]([O:4][C:5]([N:7]1[CH2:8][CH:9]([O:11][C@@H:12]([C:14]2[O:16][N:46]=[C:43]([C:40]3[CH:39]=[N:38][C:37]([N:26]4[CH2:27][C@H:28]([C:29]5[CH:34]=[C:33]([F:35])[CH:32]=[CH:31][C:30]=5[F:36])[C@@H:24]([NH:23][C:22]([O:21][C:17]([CH3:20])([CH3:19])[CH3:18])=[O:47])[CH2:25]4)=[N:42][CH:41]=3)[N:44]=2)[CH3:13])[CH2:10]1)=[O:6])([CH3:2])[CH3:3]. (4) Given the reactants [OH:1][CH:2]1[O:10][C@H:9]([CH2:11][OH:12])[C@@H:7]([OH:8])[C@H:5]([OH:6])[C@H:3]1N.C(N(CC)CC)C.CS(C)=[O:22], predict the reaction product. The product is: [O:1]=[CH:2][C@@H:3]([C@H:5]([C@@H:7]([C@@H:9]([CH2:11][OH:12])[OH:10])[OH:8])[OH:6])[OH:22]. (5) Given the reactants [BH4-].[Na+].[C:3]1([P:9]([C:45]2[CH:50]=[CH:49][CH:48]=[CH:47][CH:46]=2)[C:10]2[CH:44]=[CH:43][CH:42]=[CH:41][C:11]=2[CH:12]=[N:13][C@@H:14]2[CH2:19][CH2:18][CH2:17][CH2:16][C@H:15]2[N:20]=[CH:21][C:22]2[CH:27]=[CH:26][CH:25]=[CH:24][C:23]=2[P:28]([C:35]2[CH:40]=[CH:39][CH:38]=[CH:37][CH:36]=2)[C:29]2[CH:34]=[CH:33][CH:32]=[CH:31][CH:30]=2)[CH:8]=[CH:7][CH:6]=[CH:5][CH:4]=1.O, predict the reaction product. The product is: [C:35]1([P:28]([C:29]2[CH:30]=[CH:31][CH:32]=[CH:33][CH:34]=2)[C:23]2[CH:24]=[CH:25][CH:26]=[CH:27][C:22]=2[CH2:21][NH:20][C@@H:15]2[CH2:16][CH2:17][CH2:18][CH2:19][C@H:14]2[NH:13][CH2:12][C:11]2[CH:41]=[CH:42][CH:43]=[CH:44][C:10]=2[P:9]([C:3]2[CH:4]=[CH:5][CH:6]=[CH:7][CH:8]=2)[C:45]2[CH:46]=[CH:47][CH:48]=[CH:49][CH:50]=2)[CH:36]=[CH:37][CH:38]=[CH:39][CH:40]=1. (6) Given the reactants Br[CH:2]([CH2:20][CH3:21])[C:3]([C:5]1[CH:19]=[CH:18][C:8]2[N:9]=[C:10]([C:12]3[CH:17]=[CH:16][CH:15]=[CH:14][CH:13]=3)[O:11][C:7]=2[CH:6]=1)=[O:4].CN(C=[O:26])C, predict the reaction product. The product is: [OH:26][CH:2]([CH2:20][CH3:21])[C:3]([C:5]1[CH:19]=[CH:18][C:8]2[N:9]=[C:10]([C:12]3[CH:17]=[CH:16][CH:15]=[CH:14][CH:13]=3)[O:11][C:7]=2[CH:6]=1)=[O:4]. (7) Given the reactants [Br:1][C:2]1[CH:7]=[CH:6][CH:5]=[CH:4][C:3]=1/[CH:8]=[CH:9]/[C:10]([O:12][CH3:13])=[O:11].N[C:15]1C2C(=CC=CC=2)C=CC=1.C1(P(C2CCCCC2)C2C=CC=CC=2C2C=CC=CC=2N(C)C)CCCCC1.[H-].[Na+], predict the reaction product. The product is: [Br:1][C:2]1[CH:7]=[CH:6][CH:5]=[CH:4][C:3]=1/[CH:8]=[CH:9]/[C:10]([O:12][CH2:13][CH3:15])=[O:11].